This data is from Full USPTO retrosynthesis dataset with 1.9M reactions from patents (1976-2016). The task is: Predict the reactants needed to synthesize the given product. (1) Given the product [C:1]([C:3]1([N:4]2[C:12]3[C:7](=[CH:8][CH:9]=[C:10]([C:13]([O:15][CH2:16][CH3:17])=[O:14])[CH:11]=3)[CH:6]=[C:5]2[C:18]([O:20][CH2:21][CH3:22])=[O:19])[CH2:26][CH2:25][CH2:24]1)#[N:2], predict the reactants needed to synthesize it. The reactants are: [C:1]([CH2:3][N:4]1[C:12]2[C:7](=[CH:8][CH:9]=[C:10]([C:13]([O:15][CH2:16][CH3:17])=[O:14])[CH:11]=2)[CH:6]=[C:5]1[C:18]([O:20][CH2:21][CH3:22])=[O:19])#[N:2].I[CH2:24][CH2:25][CH2:26]I.[Li+].C[Si]([N-][Si](C)(C)C)(C)C. (2) The reactants are: [Cl:1][C:2]1[CH:7]=[C:6]([O:8][CH3:9])[CH:5]=[CH:4][C:3]=1[C:10]1[N:15]=[CH:14][N:13]=[C:12]([NH:16][C@@H:17]([CH2:20][O:21][CH3:22])[CH2:18][CH3:19])[C:11]=1[NH2:23].[C:24](OCC)(=[O:28])[C:25]([CH3:27])=O. Given the product [Cl:1][C:2]1[CH:7]=[C:6]([O:8][CH3:9])[CH:5]=[CH:4][C:3]=1[C:10]1[C:11]2[N:23]=[C:25]([CH3:27])[C:24](=[O:28])[N:16]([C@@H:17]([CH2:20][O:21][CH3:22])[CH2:18][CH3:19])[C:12]=2[N:13]=[CH:14][N:15]=1, predict the reactants needed to synthesize it. (3) Given the product [OH:20][CH2:13][CH:14]1[CH2:15][C:10]1([C:7]1[CH:8]=[CH:9][C:4]([O:3][CH3:2])=[CH:5][CH:6]=1)[C:11]#[N:12], predict the reactants needed to synthesize it. The reactants are: Cl.[CH3:2][O:3][C:4]1[CH:9]=[CH:8][C:7]([C@:10]23[CH2:15][C@H:14]2[CH2:13][NH:12][CH2:11]3)=[CH:6][CH:5]=1.C([C@H]1[O:20]C1)Cl. (4) Given the product [CH2:11]([C:5]1[C:4]2[C:8](=[CH:9][CH:10]=[C:2]([CH:20]=[O:21])[CH:3]=2)[NH:7][N:6]=1)[CH3:12], predict the reactants needed to synthesize it. The reactants are: Br[C:2]1[CH:3]=[C:4]2[C:8](=[CH:9][CH:10]=1)[NH:7][N:6]=[C:5]2[CH2:11][CH3:12].C([Li])(C)(C)C.CN(C)[CH:20]=[O:21]. (5) Given the product [NH:22]1[CH2:13][C:12](=[O:14])[NH:23][C:18]1=[O:21].[CH2:1]([O:8][CH2:9][CH:10]1[CH2:13][C:12](=[O:14])[CH2:11]1)[C:2]1[CH:7]=[CH:6][CH:5]=[CH:4][CH:3]=1, predict the reactants needed to synthesize it. The reactants are: [CH2:1]([O:8][CH2:9][CH:10]1[CH2:13][C:12](=[O:14])[CH2:11]1)[C:2]1[CH:7]=[CH:6][CH:5]=[CH:4][CH:3]=1.[C-]#N.[Na+].[C:18](=[O:21])([O-])[O-].[NH4+:22].[NH4+:23]. (6) Given the product [Cl:1][C:2]1[CH:9]=[CH:8][CH:7]=[CH:6][C:3]=1[CH2:4][O:5][C:11]1[N:12]=[C:13]([OH:21])[C:14]2[CH:20]=[CH:19][N:18]=[CH:17][C:15]=2[N:16]=1, predict the reactants needed to synthesize it. The reactants are: [Cl:1][C:2]1[CH:9]=[CH:8][CH:7]=[CH:6][C:3]=1[CH2:4][OH:5].Cl[C:11]1[N:12]=[C:13]([OH:21])[C:14]2[CH:20]=[CH:19][N:18]=[CH:17][C:15]=2[N:16]=1. (7) Given the product [CH2:5]([O:4][C:2]([NH:9][C@H:10]([C:14]([OH:16])=[O:15])[CH:11]([CH3:13])[CH3:12])=[O:3])[CH:6]([CH3:8])[CH3:7], predict the reactants needed to synthesize it. The reactants are: Cl[C:2]([O:4][CH2:5][CH:6]([CH3:8])[CH3:7])=[O:3].[NH2:9][C@H:10]([C:14]([OH:16])=[O:15])[CH:11]([CH3:13])[CH3:12]. (8) Given the product [CH2:1]([O:8][C:9]([CH2:11][C:12]([NH:14][CH2:15][C:16](=[O:18])[CH2:32][C:31]([O:34][CH2:35][CH3:36])=[O:33])=[O:13])=[O:10])[C:2]1[CH:3]=[CH:4][CH:5]=[CH:6][CH:7]=1, predict the reactants needed to synthesize it. The reactants are: [CH2:1]([O:8][C:9]([CH2:11][C:12]([NH:14][CH2:15][C:16]([OH:18])=O)=[O:13])=[O:10])[C:2]1[CH:7]=[CH:6][CH:5]=[CH:4][CH:3]=1.C(N1C=CN=C1)(N1C=CN=C1)=O.[C:31]([O:34][CH2:35][CH3:36])(=[O:33])[CH3:32].C[Si]([N-][Si](C)(C)C)(C)C.[Li+].[N-]1C=CN=C1. (9) Given the product [Br:1][C:2]1[C:3]([CH3:13])=[C:4]([C:9]([O:12][CH2:21][CH2:22][O:23][CH:24]2[CH2:29][CH2:28][CH2:27][CH2:26][O:25]2)=[CH:10][CH:11]=1)[C:5]([O:7][CH3:8])=[O:6], predict the reactants needed to synthesize it. The reactants are: [Br:1][C:2]1[C:3]([CH3:13])=[C:4]([C:9]([OH:12])=[CH:10][CH:11]=1)[C:5]([O:7][CH3:8])=[O:6].C(=O)([O-])[O-].[Cs+].[Cs+].Br[CH2:21][CH2:22][O:23][CH:24]1[CH2:29][CH2:28][CH2:27][CH2:26][O:25]1. (10) Given the product [C:40]1([CH:35]2[CH2:34][C:33]3[C:37](=[CH:38][CH:39]=[C:31]([O:30][C:29]4[CH:46]=[CH:47][CH:48]=[CH:49][C:28]=4[NH2:25])[CH:32]=3)[CH2:36]2)[CH:41]=[CH:42][CH:43]=[CH:44][CH:45]=1, predict the reactants needed to synthesize it. The reactants are: C1(C2CCC3C(=CC=C(OC4C=CC=CC=4N)C=3)O2)C=CC=CC=1.[N+:25]([C:28]1[CH:49]=[CH:48][CH:47]=[CH:46][C:29]=1[O:30][C:31]1[CH:32]=[C:33]2[C:37](=[CH:38][CH:39]=1)[CH2:36][CH:35]([C:40]1[CH:45]=[CH:44][CH:43]=[CH:42][CH:41]=1)[CH2:34]2)([O-])=O.